From a dataset of Full USPTO retrosynthesis dataset with 1.9M reactions from patents (1976-2016). Predict the reactants needed to synthesize the given product. (1) Given the product [CH:11]([NH:10][C:8](=[O:9])[C:7]1[CH:14]=[C:15]([N+:17]([O-:19])=[O:18])[CH:16]=[C:5]([C:24]2[CH:23]=[N:22][N:21]([CH3:20])[CH:25]=2)[CH:6]=1)([CH3:13])[CH3:12], predict the reactants needed to synthesize it. The reactants are: ClCCl.Br[C:5]1[CH:6]=[C:7]([CH:14]=[C:15]([N+:17]([O-:19])=[O:18])[CH:16]=1)[C:8]([NH:10][CH:11]([CH3:13])[CH3:12])=[O:9].[CH3:20][N:21]1[CH:25]=[C:24](B2OC(C)(C)C(C)(C)O2)[CH:23]=[N:22]1.C([O-])([O-])=O.[Na+].[Na+]. (2) Given the product [F:3][C:4]1[CH:5]=[C:6]2[C:10](=[CH:11][CH:12]=1)[C:9](=[O:13])[C:8]1([CH2:16][CH2:15]1)[CH2:7]2, predict the reactants needed to synthesize it. The reactants are: [H-].[Na+].[F:3][C:4]1[CH:5]=[C:6]2[C:10](=[CH:11][CH:12]=1)[C:9](=[O:13])[CH2:8][CH2:7]2.Br[CH2:15][CH2:16]Br.O. (3) Given the product [F:1][C:2]1[CH:3]=[CH:4][C:5]([S:8]([N:11]([CH2:12][C:13]([F:16])([F:14])[F:15])[CH2:18][C:19]([NH:21][CH2:22][C:23]2[CH:24]=[C:25]([C:29]3[CH:34]=[CH:33][C:32]([C:35]([F:36])([F:37])[F:38])=[CH:31][CH:30]=3)[CH:26]=[CH:27][CH:28]=2)=[O:20])(=[O:9])=[O:10])=[CH:6][CH:7]=1, predict the reactants needed to synthesize it. The reactants are: [F:1][C:2]1[CH:7]=[CH:6][C:5]([S:8]([NH:11][CH2:12][C:13]([F:16])([F:15])[F:14])(=[O:10])=[O:9])=[CH:4][CH:3]=1.Br[CH2:18][C:19]([NH:21][CH2:22][C:23]1[CH:24]=[C:25]([C:29]2[CH:34]=[CH:33][C:32]([C:35]([F:38])([F:37])[F:36])=[CH:31][CH:30]=2)[CH:26]=[CH:27][CH:28]=1)=[O:20].C(=O)([O-])[O-].[Cs+].[Cs+].C(OCC)(=O)C. (4) Given the product [CH2:17]([N:11]1[C:12]2[C:7](=[C:6]([OH:31])[C:5]([C:3]([NH:32][CH2:33][CH2:34][CH2:35][CH2:36][C:37]([OH:39])=[O:38])=[O:4])=[N:14][C:13]=2[C:15]#[N:16])[CH:8]=[C:9]([C:25]2[CH:26]=[CH:27][CH:28]=[CH:29][CH:30]=2)[C:10]1=[O:24])[C:18]1[CH:19]=[CH:20][CH:21]=[CH:22][CH:23]=1, predict the reactants needed to synthesize it. The reactants are: CO[C:3]([C:5]1[C:6]([OH:31])=[C:7]2[C:12](=[C:13]([C:15]#[N:16])[N:14]=1)[N:11]([CH2:17][C:18]1[CH:23]=[CH:22][CH:21]=[CH:20][CH:19]=1)[C:10](=[O:24])[C:9]([C:25]1[CH:30]=[CH:29][CH:28]=[CH:27][CH:26]=1)=[CH:8]2)=[O:4].[NH2:32][CH2:33][CH2:34][CH2:35][CH2:36][C:37]([OH:39])=[O:38].C[O-].[Na+]. (5) Given the product [Cl:27][C:28]1[CH:33]=[C:32]([Cl:34])[CH:31]=[CH:30][C:29]=1[S:35]([NH:20][C:4]1[CH:3]=[C:2]([Cl:1])[C:7]([S:8][C:9]2[CH:18]=[CH:17][C:16]3[C:11](=[CH:12][CH:13]=[CH:14][CH:15]=3)[CH:10]=2)=[C:6]([Cl:19])[CH:5]=1)(=[O:37])=[O:36], predict the reactants needed to synthesize it. The reactants are: [Cl:1][C:2]1[CH:3]=[C:4]([NH2:20])[CH:5]=[C:6]([Cl:19])[C:7]=1[S:8][C:9]1[CH:18]=[CH:17][C:16]2[C:11](=[CH:12][CH:13]=[CH:14][CH:15]=2)[CH:10]=1.N1C=CC=CC=1.[Cl:27][C:28]1[CH:33]=[C:32]([Cl:34])[CH:31]=[CH:30][C:29]=1[S:35](Cl)(=[O:37])=[O:36].Cl. (6) Given the product [C:24]([O:23][C:21](=[O:22])[NH:20][CH:16]([CH:13]1[CH2:14][CH2:15][NH:11][CH2:12]1)[CH2:17][C:18]#[N:19])([CH3:27])([CH3:25])[CH3:26], predict the reactants needed to synthesize it. The reactants are: C(OC([N:11]1[CH2:15][CH2:14][CH:13]([CH:16]([NH:20][C:21]([O:23][C:24]([CH3:27])([CH3:26])[CH3:25])=[O:22])[CH2:17][C:18]#[N:19])[CH2:12]1)=O)C1C=CC=CC=1.C([O-])=O.[NH4+].